Dataset: Forward reaction prediction with 1.9M reactions from USPTO patents (1976-2016). Task: Predict the product of the given reaction. (1) Given the reactants Cl[C:2]1[C:11]2[CH2:10][N:9]([CH2:12][C:13]3[CH:18]=[CH:17][C:16]([O:19][CH3:20])=[CH:15][CH:14]=3)[C:8](=[O:21])[NH:7][C:6]=2[N:5]=[CH:4][CH:3]=1.[Cl:22][C:23]1[CH:31]=[CH:30][C:26]2[O:27][CH2:28][O:29][C:25]=2[C:24]=1[NH2:32].CC(C1C=C(C(C)C)C(C2C=CC=CC=2P(C2CCCCC2)C2CCCCC2)=C(C(C)C)C=1)C.CC([O-])(C)C.[Na+], predict the reaction product. The product is: [Cl:22][C:23]1[CH:31]=[CH:30][C:26]2[O:27][CH2:28][O:29][C:25]=2[C:24]=1[NH:32][C:2]1[C:11]2[CH2:10][N:9]([CH2:12][C:13]3[CH:18]=[CH:17][C:16]([O:19][CH3:20])=[CH:15][CH:14]=3)[C:8](=[O:21])[NH:7][C:6]=2[N:5]=[CH:4][CH:3]=1. (2) The product is: [NH2:1][CH2:4][C@H:5]1[O:9][C@@H:8]([N:10]2[CH:18]=[C:16]([CH3:17])[C:14](=[O:15])[NH:13][C:11]2=[O:12])[CH2:7][C@@H:6]1[OH:19]. Given the reactants [N:1]([CH2:4][C@H:5]1[O:9][C@@H:8]([N:10]2[CH:18]=[C:16]([CH3:17])[C:14](=[O:15])[NH:13][C:11]2=[O:12])[CH2:7][C@@H:6]1[OH:19])=[N+]=[N-], predict the reaction product. (3) Given the reactants ClC1C(CC2C=CC(OCC)=CC=2)=CC([C@H]2[C@H](OCC3C=CC=CC=3)[C@@H](OCC3C=CC=CC=3)[C@H](OCC3C=CC=CC=3)[C@@H](COCC3C=CC=CC=3)O2)=CC=1O.[Br:58][C:59]1[CH:64]=[C:63]([CH2:65][C:66]2[CH:71]=[CH:70][C:69]([O:72][CH2:73][CH3:74])=[CH:68][CH:67]=2)[C:62]([Cl:75])=[C:61]([O:76]C)[C:60]=1[O:78]C, predict the reaction product. The product is: [Br:58][C:59]1[CH:64]=[C:63]([CH2:65][C:66]2[CH:71]=[CH:70][C:69]([O:72][CH2:73][CH3:74])=[CH:68][CH:67]=2)[C:62]([Cl:75])=[C:61]([OH:76])[C:60]=1[OH:78]. (4) Given the reactants [CH:1]1([O:4][C:5]2[CH:6]=[C:7]([C:15]3[N:31]([CH2:32]OCC[Si](C)(C)C)[C:18]4[CH:19]=[N:20][N:21](CC5C=CC=CC=5)[C:22](=[O:23])[C:17]=4[C:16]=3[OH:40])[CH:8]=[CH:9][C:10]=2[O:11][CH:12]([F:14])[F:13])[CH2:3][CH2:2]1.C1(O[C:45]2[CH:46]=[C:47](C3N(COCC[Si](C)(C)C)C4C=NNC(=O)C=4C=3)[CH:48]=[CH:49][C:50]=2OC(F)F)CC1, predict the reaction product. The product is: [CH:1]1([O:4][C:5]2[CH:6]=[C:7]([C:15]3[N:31]([CH2:32][C:45]4[CH:46]=[CH:47][CH:48]=[CH:49][CH:50]=4)[C:18]4[CH:19]=[N:20][NH:21][C:22](=[O:23])[C:17]=4[C:16]=3[OH:40])[CH:8]=[CH:9][C:10]=2[O:11][CH:12]([F:14])[F:13])[CH2:3][CH2:2]1. (5) Given the reactants [Cl:1][C:2]1[CH:3]=[C:4]([CH:12]=[CH:13][CH:14]=1)[CH2:5][NH:6][C:7](=[O:11])[O:8][CH2:9][CH3:10].Cl[C:16]1[C:21]([N+:22]([O-:24])=[O:23])=[CH:20][C:19]([N+:25]([O-:27])=[O:26])=[CH:18][C:17]=1[C:28]([F:31])([F:30])[F:29].[H-].[Na+].Cl, predict the reaction product. The product is: [Cl:1][C:2]1[CH:3]=[C:4]([CH:12]=[CH:13][CH:14]=1)[CH2:5][N:6]([C:16]1[C:17]([C:28]([F:30])([F:31])[F:29])=[CH:18][C:19]([N+:25]([O-:27])=[O:26])=[CH:20][C:21]=1[N+:22]([O-:24])=[O:23])[C:7](=[O:11])[O:8][CH2:9][CH3:10]. (6) Given the reactants [B:1]([C:4]1[CH:12]=[CH:11][C:7]([C:8]([OH:10])=O)=[C:6]([F:13])[CH:5]=1)([OH:3])[OH:2].[NH:14]1[CH2:19][CH2:18][O:17][CH2:16][CH2:15]1.F[P-](F)(F)(F)(F)F.N1(OC(N(C)C)=[N+](C)C)C2N=CC=CC=2N=N1, predict the reaction product. The product is: [F:13][C:6]1[CH:5]=[C:4]([B:1]([OH:2])[OH:3])[CH:12]=[CH:11][C:7]=1[C:8]([N:14]1[CH2:19][CH2:18][O:17][CH2:16][CH2:15]1)=[O:10]. (7) Given the reactants [F:1][C:2]1[CH:3]=[C:4]([NH:18][C:19]2[CH:24]=[C:23]([CH:25]3[CH2:30][CH2:29][CH2:28][NH:27][CH2:26]3)[N:22]=[C:21]([NH2:31])[N:20]=2)[CH:5]=[CH:6][C:7]=1[O:8][C:9]1[CH:14]=[CH:13][N:12]=[C:11]2[NH:15][CH:16]=[CH:17][C:10]=12.Br[CH:33]([CH3:35])[CH3:34].C(=O)([O-])[O-].[K+].[K+], predict the reaction product. The product is: [F:1][C:2]1[CH:3]=[C:4]([NH:18][C:19]2[CH:24]=[C:23]([CH:25]3[CH2:30][CH2:29][CH2:28][N:27]([CH:33]([CH3:35])[CH3:34])[CH2:26]3)[N:22]=[C:21]([NH2:31])[N:20]=2)[CH:5]=[CH:6][C:7]=1[O:8][C:9]1[CH:14]=[CH:13][N:12]=[C:11]2[NH:15][CH:16]=[CH:17][C:10]=12.